Predict the product of the given reaction. From a dataset of Forward reaction prediction with 1.9M reactions from USPTO patents (1976-2016). (1) Given the reactants C1(P(C2C=CC=CC=2)C2C=CC=CC=2)C=CC=CC=1.[N:20]([CH:23]([C:41]1[CH:46]=[CH:45][CH:44]=[CH:43][CH:42]=1)[C:24]1[CH:40]=[CH:39][C:27]([O:28][CH2:29][C:30]2[O:34][C:33]([C:35]([O:37][CH3:38])=[O:36])=[CH:32][CH:31]=2)=[CH:26][CH:25]=1)=[N+]=[N-], predict the reaction product. The product is: [NH2:20][CH:23]([C:41]1[CH:42]=[CH:43][CH:44]=[CH:45][CH:46]=1)[C:24]1[CH:40]=[CH:39][C:27]([O:28][CH2:29][C:30]2[O:34][C:33]([C:35]([O:37][CH3:38])=[O:36])=[CH:32][CH:31]=2)=[CH:26][CH:25]=1. (2) Given the reactants N([O-])=O.[Na+].N[C@H:6]([C:11]([OH:13])=[O:12])[CH2:7][CH:8]([CH3:10])[CH3:9].[BrH:14], predict the reaction product. The product is: [Br:14][C@@H:6]([CH2:7][CH:8]([CH3:10])[CH3:9])[C:11]([OH:13])=[O:12]. (3) Given the reactants Br[C:2]1[CH:10]=[C:9]2[C:5]([C:6]([CH3:16])([CH3:15])[C:7](=[O:14])[N:8]2[CH:11]2[CH2:13][CH2:12]2)=[CH:4][CH:3]=1.[C:17]([Si:21]([O:24][CH:25]([C:27]1[NH:31][CH:30]=[N:29][CH:28]=1)[CH3:26])([CH3:23])[CH3:22])([CH3:20])([CH3:19])[CH3:18], predict the reaction product. The product is: [Si:21]([O:24][CH:25]([C:27]1[N:31]=[CH:30][N:29]([C:2]2[CH:10]=[C:9]3[C:5]([C:6]([CH3:16])([CH3:15])[C:7](=[O:14])[N:8]3[CH:11]3[CH2:13][CH2:12]3)=[CH:4][CH:3]=2)[CH:28]=1)[CH3:26])([C:17]([CH3:18])([CH3:19])[CH3:20])([CH3:22])[CH3:23]. (4) Given the reactants C([O:8][C@H:9]1[C@H:15]([O:16]CC2C=CC=CC=2)[C@@H:14]([O:24]CC2C=CC=CC=2)[C@:13]2([C:33]3[CH:38]=[CH:37][C:36]([Cl:39])=[C:35]([CH2:40][C:41]4[CH:46]=[CH:45][C:44]([O:47][CH2:48][CH3:49])=[CH:43][CH:42]=4)[CH:34]=3)[O:32][C@@:10]1([CH:50]1[O:54][C:53](=[O:55])[NH:52][CH2:51]1)[CH2:11][O:12]2)C1C=CC=CC=1.ClC1C=CC=CC=1Cl, predict the reaction product. The product is: [Cl:39][C:36]1[CH:37]=[CH:38][C:33]([C@@:13]23[O:32][C@@:10]([CH:50]4[O:54][C:53](=[O:55])[NH:52][CH2:51]4)([CH2:11][O:12]2)[C@@H:9]([OH:8])[C@H:15]([OH:16])[C@H:14]3[OH:24])=[CH:34][C:35]=1[CH2:40][C:41]1[CH:46]=[CH:45][C:44]([O:47][CH2:48][CH3:49])=[CH:43][CH:42]=1. (5) The product is: [CH3:28][O:27][C:19]1[CH:20]=[C:21]([C:23]([F:24])([F:25])[F:26])[CH:22]=[C:14]([O:13][CH3:12])[C:15]=1[C:16]([NH:11][CH:7]1[CH2:8][CH2:9][CH2:10][CH:6]1[N:1]1[CH2:2][CH2:3][CH2:4][CH2:5]1)=[O:17]. Given the reactants [N:1]1([C@H:6]2[CH2:10][CH2:9][CH2:8][C@H:7]2[NH2:11])[CH2:5][CH2:4][CH2:3][CH2:2]1.[CH3:12][O:13][C:14]1[CH:22]=[C:21]([C:23]([F:26])([F:25])[F:24])[CH:20]=[C:19]([O:27][CH3:28])[C:15]=1[C:16](O)=[O:17], predict the reaction product. (6) The product is: [CH3:1][O:5][C:6](=[O:23])[CH2:7][O:8][CH2:9][CH:10]1[CH2:11][CH2:12][NH:13][CH2:14][CH2:15]1. Given the reactants [C:1]([O:5][C:6](=[O:23])[CH2:7][O:8][CH2:9][CH:10]1[CH2:15][CH2:14][N:13](C(OC(C)(C)C)=O)[CH2:12][CH2:11]1)(C)(C)C.Cl.O1CCOCC1, predict the reaction product.